This data is from Forward reaction prediction with 1.9M reactions from USPTO patents (1976-2016). The task is: Predict the product of the given reaction. (1) Given the reactants [OH:1][N:2]=[C:3]([NH2:27])[C:4]1[CH:9]=[CH:8][CH:7]=[C:6]([N:10]2[CH2:19][C@H:18]3[N:14]([CH2:15][CH2:16][CH2:17]3)[C:13]3[N:20]=[C:21]([S:24][CH3:25])[N:22]=[CH:23][C:12]=3[C:11]2=[O:26])[CH:5]=1.[CH:28](OCCl)=[O:29], predict the reaction product. The product is: [CH3:25][S:24][C:21]1[N:22]=[CH:23][C:12]2[C:11](=[O:26])[N:10]([C:6]3[CH:5]=[C:4]([C:3]4[NH:27][C:28](=[O:29])[O:1][N:2]=4)[CH:9]=[CH:8][CH:7]=3)[CH2:19][C@H:18]3[N:14]([CH2:15][CH2:16][CH2:17]3)[C:13]=2[N:20]=1. (2) Given the reactants [CH3:1][C:2]1[CH:11]=[CH:10][C:9]2[C:4](=[CH:5][CH:6]=[C:7]([CH2:12]O)[CH:8]=2)[N:3]=1.O=S(Cl)[Cl:16], predict the reaction product. The product is: [ClH:16].[Cl:16][CH2:12][C:7]1[CH:8]=[C:9]2[C:4](=[CH:5][CH:6]=1)[N:3]=[C:2]([CH3:1])[CH:11]=[CH:10]2. (3) Given the reactants C([O:8][N:9]1[C:14]2[N:15]=[CH:16][N:17]=[C:18]([CH3:19])[C:13]=2[C:12]([NH:20][CH2:21][C:22]2[CH:27]=[CH:26][C:25]([OH:28])=[CH:24][CH:23]=2)=[CH:11][C:10]1=[O:29])C1C=CC=CC=1.CO.[H][H], predict the reaction product. The product is: [OH:8][N:9]1[C:14]2[N:15]=[CH:16][N:17]=[C:18]([CH3:19])[C:13]=2[C:12]([NH:20][CH2:21][C:22]2[CH:27]=[CH:26][C:25]([OH:28])=[CH:24][CH:23]=2)=[CH:11][C:10]1=[O:29].